This data is from Catalyst prediction with 721,799 reactions and 888 catalyst types from USPTO. The task is: Predict which catalyst facilitates the given reaction. Product: [Br:9][C:5]1[CH:6]=[CH:7][C:8]([C:10](=[O:14])[C:11]([CH3:13])=[CH2:12])=[C:3]([O:2][CH3:1])[CH:4]=1. Reactant: [CH3:1][O:2][C:3]1[CH:4]=[C:5]([Br:9])[CH:6]=[CH:7][CH:8]=1.[C:10](Cl)(=[O:14])[C:11]([CH3:13])=[CH2:12].[Cl-].[Al+3].[Cl-].[Cl-]. The catalyst class is: 4.